Dataset: Reaction yield outcomes from USPTO patents with 853,638 reactions. Task: Predict the reaction yield, written as a fraction of the theoretical maximum amount of product (1.0 means a 100% yield; for example, 0.34 means a 34% yield). (1) The catalyst is CN(C=O)C. The yield is 0.990. The reactants are [CH3:1][C:2]1[CH:10]=[CH:9][C:5]([C:6](O)=[O:7])=[CH:4][C:3]=1[NH:11][C:12](=[O:27])[C:13]1[CH:18]=[CH:17][C:16]([O:19][CH2:20][C:21]2[CH:26]=[CH:25][CH:24]=[CH:23][N:22]=2)=[CH:15][CH:14]=1.[C:28]([NH:31][NH2:32])(=[O:30])[CH3:29].CCN(C(C)C)C(C)C.CN(C(ON1N=NC2C=CC=NC1=2)=[N+](C)C)C.F[P-](F)(F)(F)(F)F. The product is [C:28]([NH:31][NH:32][C:6]([C:5]1[CH:9]=[CH:10][C:2]([CH3:1])=[C:3]([NH:11][C:12](=[O:27])[C:13]2[CH:18]=[CH:17][C:16]([O:19][CH2:20][C:21]3[CH:26]=[CH:25][CH:24]=[CH:23][N:22]=3)=[CH:15][CH:14]=2)[CH:4]=1)=[O:7])(=[O:30])[CH3:29]. (2) The reactants are [Si:1]([CH:18]([OH:25])[C@@H:19]1[O:23][C:22](=[O:24])[CH2:21][CH2:20]1)([C:14]([CH3:17])([CH3:16])[CH3:15])([C:8]1[CH:13]=[CH:12][CH:11]=[CH:10][CH:9]=1)[C:2]1[CH:7]=[CH:6][CH:5]=[CH:4][CH:3]=1.C[Si]([N-][Si](C)(C)C)(C)C.[Li+].[Si](Cl)(C)(C)C.[C:41]1([Se:47]Br)[CH:46]=[CH:45][CH:44]=[CH:43][CH:42]=1. The catalyst is C1COCC1.CCOCC. The product is [Si:1]([CH:18]([OH:25])[C@@H:19]1[O:23][C:22](=[O:24])[C@@H:21]([Se:47][C:41]2[CH:46]=[CH:45][CH:44]=[CH:43][CH:42]=2)[CH2:20]1)([C:14]([CH3:17])([CH3:15])[CH3:16])([C:8]1[CH:13]=[CH:12][CH:11]=[CH:10][CH:9]=1)[C:2]1[CH:7]=[CH:6][CH:5]=[CH:4][CH:3]=1. The yield is 0.570. (3) The reactants are Cl[C:2]1[N:11]=[C:10]([NH:12][C:13]2[NH:14][N:15]=[C:16]([CH:18]3[CH2:20][CH2:19]3)[CH:17]=2)[C:9]2[C:4](=[CH:5][CH:6]=[C:7]([I:21])[CH:8]=2)[N:3]=1.C(OC([N:29]1[C:37]2[C:32](=[CH:33][CH:34]=[C:35]([NH2:38])[CH:36]=2)[C:31](=[O:39])[NH:30]1)=O)(C)(C)C.C1COCC1.C([O-])(O)=O.[Na+]. The catalyst is CN1C(=O)CCC1. The product is [CH:18]1([C:16]2[CH:17]=[C:13]([NH:12][C:10]3[C:9]4[C:4](=[CH:5][CH:6]=[C:7]([I:21])[CH:8]=4)[N:3]=[C:2]([NH:38][C:35]4[CH:36]=[C:37]5[C:32]([C:31](=[O:39])[NH:30][NH:29]5)=[CH:33][CH:34]=4)[N:11]=3)[NH:14][N:15]=2)[CH2:20][CH2:19]1. The yield is 0.950. (4) The reactants are [C:1]([C:3]1[CH:8]=[CH:7][C:6]([N:9]2[C@@H:13]([C:14](OC)=[O:15])[CH2:12][N:11]([CH3:18])[C:10]2=[O:19])=[CH:5][C:4]=1[C:20]([F:23])([F:22])[F:21])#[N:2].[BH4-].[Na+]. The catalyst is CCO. The product is [F:23][C:20]([F:21])([F:22])[C:4]1[CH:5]=[C:6]([N:9]2[C@@H:13]([CH2:14][OH:15])[CH2:12][N:11]([CH3:18])[C:10]2=[O:19])[CH:7]=[CH:8][C:3]=1[C:1]#[N:2]. The yield is 0.690. (5) The reactants are [CH3:1][C@@H:2]1[C:16](=[O:17])[NH:15][C:14]2[CH:18]=[CH:19][CH:20]=[CH:21][C:13]=2[CH:12]=[CH:11][CH2:10][CH2:9][CH2:8][C:7](=[O:22])[NH:6][CH2:5][C:4](=[O:23])[NH:3]1. The catalyst is C(O)C.[Pd]. The product is [CH3:1][C@@H:2]1[C:16](=[O:17])[NH:15][C:14]2[CH:18]=[CH:19][CH:20]=[CH:21][C:13]=2[CH2:12][CH2:11][CH2:10][CH2:9][CH2:8][C:7](=[O:22])[NH:6][CH2:5][C:4](=[O:23])[NH:3]1. The yield is 0.900. (6) The product is [N+:3]1([O-:1])[O:15][N:13]=[C:5]2[CH:6]=[C:7]([C:8]([OH:10])=[O:9])[CH:11]=[CH:12][C:4]=12. The yield is 0.888. The reactants are [OH-:1].[K+].[NH2:3][C:4]1[CH:12]=[CH:11][C:7]([C:8]([OH:10])=[O:9])=[CH:6][C:5]=1[N+:13]([O-:15])=O.Cl[O-].[Na+].Cl.[Cl-].[Na+]. The catalyst is C(O)C.O.C(O)(=O)C.CC(C)=O.C(Cl)(Cl)Cl. (7) The yield is 0.470. The catalyst is CC(C)=O.CCOC(C)=O. The product is [CH:3]([O:30][C:29](=[O:31])[CH2:28][CH2:27][CH2:26][C:25]#[C:24][CH2:23][N:17]1[C:18](=[O:22])[CH2:19][CH2:20][CH2:21][C@@H:16]1/[CH:15]=[CH:14]/[CH:13]([OH:12])[CH2:32][C:33]1[CH:34]=[CH:35][CH:36]=[CH:37][CH:38]=1)([CH3:4])[CH3:2]. The reactants are N12CCCN=C1CC[CH2:4][CH2:3][CH2:2]2.[OH:12][CH:13]([CH2:32][C:33]1[CH:38]=[CH:37][CH:36]=[CH:35][CH:34]=1)/[CH:14]=[CH:15]/[C@H:16]1[CH2:21][CH2:20][CH2:19][C:18](=[O:22])[N:17]1[CH2:23][C:24]#[C:25][CH2:26][CH2:27][CH2:28][C:29]([OH:31])=[O:30].IC(C)C. (8) The reactants are [CH:1]1[C:11]2[CH:10]=[CH:9][C:8]3[CH:12]=[CH:13][CH:14]=[CH:15][C:7]=3[NH:6][C:5]=2[CH:4]=[CH:3][CH:2]=1.[OH2:16]. The catalyst is CC(C)=O. The product is [CH:1]1[C:2](=[O:16])[CH:3]=[CH:4][C:5]2=[N:6][C:7]3[CH:15]=[CH:14][CH:13]=[CH:12][C:8]=3[CH:9]=[CH:10][C:11]=12. The yield is 0.340. (9) The product is [CH3:1][O:2][C:3]1[CH:28]=[C:27]([CH2:29][O:30][C:31]2[C:35](/[CH:36]=[CH:37]/[C:38]3[N:39]=[C:40]([CH3:43])[S:41][CH:42]=3)=[CH:34][N:33]([C:44]3[CH:45]=[CH:46][CH:47]=[CH:48][CH:49]=3)[N:32]=2)[CH:26]=[CH:25][C:4]=1[O:5][CH2:6][C:7]1[N:8]=[C:9]([C:13]2[CH:18]=[CH:17][C:16]([CH2:19][C:20]([OH:22])=[O:21])=[CH:15][CH:14]=2)[O:10][C:11]=1[CH3:12]. The catalyst is O.C(O)C. The reactants are [CH3:1][O:2][C:3]1[CH:28]=[C:27]([CH2:29][O:30][C:31]2[C:35](/[CH:36]=[CH:37]/[C:38]3[N:39]=[C:40]([CH3:43])[S:41][CH:42]=3)=[CH:34][N:33]([C:44]3[CH:49]=[CH:48][CH:47]=[CH:46][CH:45]=3)[N:32]=2)[CH:26]=[CH:25][C:4]=1[O:5][CH2:6][C:7]1[N:8]=[C:9]([C:13]2[CH:18]=[CH:17][C:16]([CH2:19][C:20]([O:22]CC)=[O:21])=[CH:15][CH:14]=2)[O:10][C:11]=1[CH3:12].O1CCCC1.[OH-].[Na+].Cl. The yield is 0.960.